This data is from Reaction yield outcomes from USPTO patents with 853,638 reactions. The task is: Predict the reaction yield, written as a fraction of the theoretical maximum amount of product (1.0 means a 100% yield; for example, 0.34 means a 34% yield). (1) The reactants are [NH:1]([C:3]1[CH:12]=[CH:11][CH:10]=[C:9]2[C:4]=1[CH:5]=[CH:6][CH:7]=[N:8]2)[NH2:2].[CH3:13][C:14]1([C:21](O)=[O:22])[CH2:19][CH:18]2[CH2:20][CH:15]1[CH:16]=[CH:17]2. No catalyst specified. The product is [CH3:13][C:14]1([C:21]([NH:2][NH:1][C:3]2[CH:12]=[CH:11][CH:10]=[C:9]3[C:4]=2[CH:5]=[CH:6][CH:7]=[N:8]3)=[O:22])[CH2:19][CH:18]2[CH2:20][CH:15]1[CH:16]=[CH:17]2. The yield is 0.140. (2) The reactants are [CH2:1]([C:3]([C:27]1[CH:32]=[CH:31][C:30](B2OC(C)(C)C(C)(C)O2)=[C:29]([CH3:42])[CH:28]=1)([C:6]1[CH:11]=[CH:10][C:9]([C:12]#[C:13][C:14]2([O:21][Si:22]([CH3:25])([CH3:24])[CH3:23])[CH2:20][CH2:19][CH2:18][CH2:17][CH2:16][CH2:15]2)=[C:8]([CH3:26])[CH:7]=1)[CH2:4][CH3:5])[CH3:2].[CH3:43][O:44][C:45](=[O:54])[CH2:46][C:47]1[CH:52]=C[C:50](Br)=[CH:49][CH:48]=1.P([O-])([O-])([O-])=O.[K+].[K+].[K+].[Cl-].[NH4+:64]. The catalyst is C1C=CC([P]([Pd]([P](C2C=CC=CC=2)(C2C=CC=CC=2)C2C=CC=CC=2)([P](C2C=CC=CC=2)(C2C=CC=CC=2)C2C=CC=CC=2)[P](C2C=CC=CC=2)(C2C=CC=CC=2)C2C=CC=CC=2)(C2C=CC=CC=2)C2C=CC=CC=2)=CC=1.CN(C)C=O. The product is [CH3:43][O:44][C:45](=[O:54])[CH2:46][C:47]1[CH:52]=[N:64][CH:50]=[C:49]([C:30]2[CH:31]=[CH:32][C:27]([C:3]([CH2:4][CH3:5])([C:6]3[CH:11]=[CH:10][C:9]([C:12]#[C:13][C:14]4([O:21][Si:22]([CH3:23])([CH3:24])[CH3:25])[CH2:15][CH2:16][CH2:17][CH2:18][CH2:19][CH2:20]4)=[C:8]([CH3:26])[CH:7]=3)[CH2:1][CH3:2])=[CH:28][C:29]=2[CH3:42])[CH:48]=1. The yield is 0.460. (3) The reactants are [O:1]([CH2:9][CH2:10][C:11]1[CH:16]=[CH:15][N:14]=[CH:13][CH:12]=1)[Si:2]([C:5]([CH3:8])([CH3:7])[CH3:6])([CH3:4])[CH3:3].[OH:17]O.O. The catalyst is ClCCl.C[Re](=O)(=O)=O. The product is [O:1]([CH2:9][CH2:10][C:11]1[CH:12]=[CH:13][N+:14]([O-:17])=[CH:15][CH:16]=1)[Si:2]([C:5]([CH3:7])([CH3:8])[CH3:6])([CH3:4])[CH3:3]. The yield is 0.640. (4) The reactants are [CH:1]([C:3]1[CH:8]=[CH:7][C:6]([CH:9]2[C:13]3[C:14]([CH3:28])=[C:15]([NH:20][C:21](=[O:27])[CH2:22][C:23]([CH3:26])([CH3:25])[CH3:24])[C:16]([CH3:19])=[C:17]([CH3:18])[C:12]=3[O:11][CH2:10]2)=[CH:5][CH:4]=1)=O.[C:29]([O:32][CH2:33][CH3:34])(=[O:31])[CH3:30]. No catalyst specified. The product is [CH3:24][C:23]([CH3:26])([CH3:25])[CH2:22][C:21]([NH:20][C:15]1[C:16]([CH3:19])=[C:17]([CH3:18])[C:12]2[O:11][CH2:10][CH:9]([C:6]3[CH:5]=[CH:4][C:3](/[CH:1]=[CH:30]/[C:29]([O:32][CH2:33][CH3:34])=[O:31])=[CH:8][CH:7]=3)[C:13]=2[C:14]=1[CH3:28])=[O:27]. The yield is 0.810. (5) The reactants are [Br:1][C:2]1[C:3](=[O:9])O[C:5](=[O:8])[C:6]=1[CH3:7].[CH3:10][O:11][C:12]1[CH:17]=[C:16]([O:18][CH3:19])[CH:15]=[CH:14][C:13]=1[CH2:20][NH2:21].C([O-])(=O)C.[Na+]. The catalyst is C(O)(=O)C. The product is [CH3:10][O:11][C:12]1[CH:17]=[C:16]([O:18][CH3:19])[CH:15]=[CH:14][C:13]=1[CH2:20][N:21]1[C:5](=[O:8])[C:6]([CH3:7])=[C:2]([Br:1])[C:3]1=[O:9]. The yield is 1.00. (6) The reactants are [N+:1]([C:4]1[CH:9]=[CH:8][C:7]([NH:10][S:11]([CH3:14])(=[O:13])=[O:12])=[CH:6][CH:5]=1)([O-])=O.[H][H]. The catalyst is [Pd].O1CCCC1. The product is [NH2:1][C:4]1[CH:9]=[CH:8][C:7]([NH:10][S:11]([CH3:14])(=[O:13])=[O:12])=[CH:6][CH:5]=1. The yield is 0.950. (7) The yield is 0.890. The reactants are [F:1][C:2]1([F:13])[O:6][C:5]2[CH:7]=[CH:8][C:9]([CH2:11]O)=[CH:10][C:4]=2[O:3]1.S(Cl)([Cl:16])=O. The product is [Cl:16][CH2:11][C:9]1[CH:8]=[CH:7][C:5]2[O:6][C:2]([F:13])([F:1])[O:3][C:4]=2[CH:10]=1. No catalyst specified. (8) The reactants are [CH:1]1([C:4]2[CH:5]=[C:6]([CH:10]=[CH:11][C:12]=2[F:13])[C:7](O)=[O:8])[CH2:3][CH2:2]1.[NH3:14].C1COCC1. The catalyst is C1COCC1. The product is [CH:1]1([C:4]2[CH:5]=[C:6]([CH:10]=[CH:11][C:12]=2[F:13])[C:7]([NH2:14])=[O:8])[CH2:3][CH2:2]1. The yield is 0.897. (9) The reactants are [CH3:1][O:2][CH2:3][C@@H:4]([O:6][C:7]1[CH:8]=[C:9]([CH:13]=[C:14]([O:16][C:17]2[CH:22]=[C:21]([F:23])[CH:20]=[C:19]([F:24])[CH:18]=2)[CH:15]=1)[C:10]([OH:12])=O)[CH3:5].C(Cl)(=O)C(Cl)=O.[Cl:31][CH2:32][C:33]1[N:34]=[C:35]([NH2:38])[S:36][CH:37]=1.C(N(CC)CC)C.CN(C1C=CC=CN=1)C. The catalyst is C(Cl)Cl.CN(C=O)C. The product is [F:24][C:19]1[CH:18]=[C:17]([CH:22]=[C:21]([F:23])[CH:20]=1)[O:16][C:14]1[CH:13]=[C:9]([CH:8]=[C:7]([O:6][C@@H:4]([CH3:5])[CH2:3][O:2][CH3:1])[CH:15]=1)[C:10]([NH:38][C:35]1[S:36][CH:37]=[C:33]([CH2:32][Cl:31])[N:34]=1)=[O:12]. The yield is 0.330.